This data is from Reaction yield outcomes from USPTO patents with 853,638 reactions. The task is: Predict the reaction yield, written as a fraction of the theoretical maximum amount of product (1.0 means a 100% yield; for example, 0.34 means a 34% yield). (1) The reactants are [C:1]([CH:4]([CH2:17][C:18]1[CH:23]=[CH:22][C:21]([C:24]#[N:25])=[CH:20][CH:19]=1)[CH2:5][CH2:6][C:7]1[CH:16]=[CH:15][C:10]([C:11]([O:13][CH3:14])=[O:12])=[CH:9][CH:8]=1)(O)=[O:2].C(=O)(O)[O-].[Na+]. The catalyst is C1COCC1. The product is [C:24]([C:21]1[CH:20]=[CH:19][C:18]([CH2:17][CH:4]([CH2:1][OH:2])[CH2:5][CH2:6][C:7]2[CH:8]=[CH:9][C:10]([C:11]([O:13][CH3:14])=[O:12])=[CH:15][CH:16]=2)=[CH:23][CH:22]=1)#[N:25]. The yield is 0.740. (2) The reactants are [CH2:1]([O:3][C:4]1[CH:9]=[CH:8][CH:7]=[CH:6][C:5]=1[N:10]1[C:19](=[O:20])[C:18]2[C:13](=[CH:14][CH:15]=[CH:16][CH:17]=2)[N:12]=[C:11]1[CH:21]([N:23]1[CH2:28][CH2:27][NH:26][CH2:25][CH2:24]1)[CH3:22])[CH3:2].[C:29](OC(=O)C)(=[O:31])[CH3:30]. The catalyst is C(Cl)(Cl)Cl. The product is [C:29]([N:26]1[CH2:25][CH2:24][N:23]([CH:21]([C:11]2[N:10]([C:5]3[CH:6]=[CH:7][CH:8]=[CH:9][C:4]=3[O:3][CH2:1][CH3:2])[C:19](=[O:20])[C:18]3[C:13](=[CH:14][CH:15]=[CH:16][CH:17]=3)[N:12]=2)[CH3:22])[CH2:28][CH2:27]1)(=[O:31])[CH3:30]. The yield is 1.00. (3) The reactants are [Mg].Br[C:3]1[CH:8]=[CH:7][CH:6]=[CH:5][C:4]=1[CH2:9][CH3:10].[CH2:11]([Si:16](OC)([O:19][CH3:20])[O:17][CH3:18])[CH2:12][CH:13]([CH3:15])[CH3:14].C([Mg]Br)CC(C)C.CO[Si](OC)(OC)OC. The catalyst is O.CCOCC. The product is [CH2:9]([C:4]1[CH:5]=[CH:6][CH:7]=[CH:8][C:3]=1[Si:16]([CH2:11][CH2:12][CH:13]([CH3:15])[CH3:14])([O:19][CH3:20])[O:17][CH3:18])[CH3:10]. The yield is 0.356. (4) The reactants are [NH2:1][C:2]1[N:7]=[C:6]([C:8]2[N:12]([CH2:13][O:14][CH2:15][CH2:16][Si:17]([CH3:20])([CH3:19])[CH3:18])[C:11]([C:21]3[CH:26]=[C:25]([Cl:27])[CH:24]=[CH:23][C:22]=3[CH3:28])=[C:10]([C:29]([O:31][CH2:32][CH3:33])=[O:30])[CH:9]=2)[C:5](I)=[CH:4][N:3]=1.[C:35]([Si:37]([CH3:40])([CH3:39])[CH3:38])#[CH:36].C(N(CC)CC)C.CN(C)CCN(C)C. The catalyst is C(#N)C.Cl[Pd](Cl)([P](C1C=CC=CC=1)(C1C=CC=CC=1)C1C=CC=CC=1)[P](C1C=CC=CC=1)(C1C=CC=CC=1)C1C=CC=CC=1.[Cu]I. The product is [NH2:1][C:2]1[N:7]=[C:6]([C:8]2[N:12]([CH2:13][O:14][CH2:15][CH2:16][Si:17]([CH3:20])([CH3:19])[CH3:18])[C:11]([C:21]3[CH:26]=[C:25]([Cl:27])[CH:24]=[CH:23][C:22]=3[CH3:28])=[C:10]([C:29]([O:31][CH2:32][CH3:33])=[O:30])[CH:9]=2)[C:5]([C:36]#[C:35][Si:37]([CH3:40])([CH3:39])[CH3:38])=[CH:4][N:3]=1. The yield is 0.850. (5) The reactants are [Cl:1][C:2]1[CH:9]=[C:8]([N:10]([CH2:20][C:21]2[CH:26]=[CH:25][CH:24]=[CH:23][C:22]=2[CH3:27])[C@H:11]2[CH2:15][C:14](=[O:16])[N:13](CC=C)[CH2:12]2)[CH:7]=[CH:6][C:3]=1[C:4]#[N:5].C[N+]1([O-])CC[O:32]CC1.C1COCC1.[CH3:41][C:42]([OH:45])(C)[CH3:43].O. The catalyst is [Os](=O)(=O)(=O)=O.CC(O)(C)C. The product is [Cl:1][C:2]1[CH:9]=[C:8]([N:10]([C@H:11]2[CH2:15][C:14](=[O:16])[N:13]([CH2:41][CH:42]([OH:45])[CH2:43][OH:32])[CH2:12]2)[CH2:20][C:21]2[CH:26]=[CH:25][CH:24]=[CH:23][C:22]=2[CH3:27])[CH:7]=[CH:6][C:3]=1[C:4]#[N:5]. The yield is 0.370. (6) The reactants are [O-]P([O-])([O-])=O.[K+].[K+].[K+].[NH:9]1[CH2:13][CH2:12][CH2:11][C:10]1=[O:14].I[C:16]1[CH:21]=[CH:20][CH:19]=[CH:18][CH:17]=1.C(O)CO. The catalyst is [Cu]I.CCCCCC.C(OCC)(=O)C.CC(O)C. The product is [C:16]1([N:9]2[CH2:13][CH2:12][CH2:11][C:10]2=[O:14])[CH:21]=[CH:20][CH:19]=[CH:18][CH:17]=1. The yield is 0.500. (7) The reactants are Cl[CH2:2][C:3]1[S:7][C:6]([C:8]2[NH:9][C:10]3[C:15]([CH:16]=2)=[CH:14][CH:13]=[CH:12][C:11]=3[N:17]([CH3:26])[S:18]([C:21]2[S:22][CH:23]=[CH:24][CH:25]=2)(=[O:20])=[O:19])=[N:5][CH:4]=1.C(N(CC)CC)C.Cl.[CH2:35]1[CH:39]2[CH2:40][NH:41][CH2:42][CH2:43][N:38]2[C:37](=[O:44])[O:36]1.CN(C)C=O. The catalyst is O. The product is [CH3:26][N:17]([C:11]1[CH:12]=[CH:13][CH:14]=[C:15]2[C:10]=1[NH:9][C:8]([C:6]1[S:7][C:3]([CH2:2][N:41]3[CH2:42][CH2:43][N:38]4[C:37](=[O:44])[O:36][CH2:35][CH:39]4[CH2:40]3)=[CH:4][N:5]=1)=[CH:16]2)[S:18]([C:21]1[S:22][CH:23]=[CH:24][CH:25]=1)(=[O:19])=[O:20]. The yield is 0.560. (8) The yield is 0.723. The reactants are [Cl:1][C:2]1[CH:3]=[C:4]([C:9]2[N:13]([C:14]3[CH:19]=[CH:18][C:17]([O:20][CH3:21])=[CH:16][CH:15]=3)[N:12]=[C:11]([CH:22]=[C:23]([C:27]3[CH:28]=[C:29]([CH3:33])[CH:30]=[CH:31][CH:32]=3)[C:24]([OH:26])=[O:25])[CH:10]=2)[CH:5]=[CH:6][C:7]=1[Cl:8].C(OC(=O)C(C1C=C(C)C=CC=1)=CC1C=C(C2C=CC(Cl)=C(Cl)C=2)N(C2C=CC(OC)=CC=2)N=1)C.[Li+].[OH-]. No catalyst specified. The product is [Cl:1][C:2]1[CH:3]=[C:4]([C:9]2[N:13]([C:14]3[CH:15]=[CH:16][C:17]([O:20][CH3:21])=[CH:18][CH:19]=3)[N:12]=[C:11](/[CH:22]=[C:23](\[C:27]3[CH:28]=[C:29]([CH3:33])[CH:30]=[CH:31][CH:32]=3)/[C:24]([OH:26])=[O:25])[CH:10]=2)[CH:5]=[CH:6][C:7]=1[Cl:8]. (9) The reactants are Br[C:2]1[CH:3]=[C:4]([Cl:11])[C:5]([O:9][CH3:10])=[C:6]([Cl:8])[CH:7]=1.[B:12]1([B:12]2[O:16][C:15]([CH3:18])([CH3:17])[C:14]([CH3:20])([CH3:19])[O:13]2)[O:16][C:15]([CH3:18])([CH3:17])[C:14]([CH3:20])([CH3:19])[O:13]1.CC([O-])=O.[K+]. The catalyst is O1CCOCC1.C1C=CC(P(C2C=CC=CC=2)[C-]2C=CC=C2)=CC=1.C1C=CC(P(C2C=CC=CC=2)[C-]2C=CC=C2)=CC=1.Cl[Pd]Cl.[Fe+2]. The product is [Cl:8][C:6]1[CH:7]=[C:2]([B:12]2[O:16][C:15]([CH3:18])([CH3:17])[C:14]([CH3:20])([CH3:19])[O:13]2)[CH:3]=[C:4]([Cl:11])[C:5]=1[O:9][CH3:10]. The yield is 0.424. (10) The reactants are [CH3:1][C:2]1[CH:11]=[CH:10][C:9]2[C:4](=[CH:5][CH:6]=[CH:7][C:8]=2[N:12]2[CH2:17][CH2:16][N:15]([CH2:18][CH2:19][C:20]3[CH:21]=[C:22]([CH:24]=[CH:25][CH:26]=3)[NH2:23])[CH2:14][CH2:13]2)[N:3]=1.[CH3:27][O:28][C:29]1[O:33][C:32]([C:34](O)=[O:35])=[N:31][CH:30]=1. No catalyst specified. The product is [CH3:27][O:28][C:29]1[O:33][C:32]([C:34]([NH:23][C:22]2[CH:24]=[CH:25][CH:26]=[C:20]([CH2:19][CH2:18][N:15]3[CH2:14][CH2:13][N:12]([C:8]4[CH:7]=[CH:6][CH:5]=[C:4]5[C:9]=4[CH:10]=[CH:11][C:2]([CH3:1])=[N:3]5)[CH2:17][CH2:16]3)[CH:21]=2)=[O:35])=[N:31][CH:30]=1. The yield is 0.300.